Predict the product of the given reaction. From a dataset of Forward reaction prediction with 1.9M reactions from USPTO patents (1976-2016). Given the reactants P(Cl)(Cl)(Cl)(Cl)[Cl:2].[Na+].[CH2:8]=[CH:9][C:10]1[CH:15]=[CH:14][C:13]([S:16]([O-:19])(=O)=[O:17])=[CH:12][CH:11]=1, predict the reaction product. The product is: [CH2:8]=[CH:9][C:10]1[CH:15]=[CH:14][C:13]([S:16]([Cl:2])(=[O:19])=[O:17])=[CH:12][CH:11]=1.